Dataset: Forward reaction prediction with 1.9M reactions from USPTO patents (1976-2016). Task: Predict the product of the given reaction. (1) The product is: [Cl:15][C:4]1[C:5]([C:8]([O:10][C:11]([CH3:14])([CH3:13])[CH3:12])=[O:9])=[N:6][CH:7]=[C:2]([C:16]#[N:17])[CH:3]=1. Given the reactants Br[C:2]1[CH:3]=[C:4]([Cl:15])[C:5]([C:8]([O:10][C:11]([CH3:14])([CH3:13])[CH3:12])=[O:9])=[N:6][CH:7]=1.[C:16]([Zn]C#N)#[N:17].N#N.C(P(C(C)(C)C)C(C)(C)C)(C)(C)C, predict the reaction product. (2) Given the reactants [Br:1][C:2]1[CH:7]=[CH:6][C:5]([OH:8])=[CH:4][CH:3]=1.Br[CH2:10][CH:11]([O:14][CH3:15])[O:12][CH3:13].C(=O)([O-])[O-].[K+].[K+], predict the reaction product. The product is: [Br:1][C:2]1[CH:7]=[CH:6][C:5]([O:8][CH2:10][CH:11]([O:14][CH3:15])[O:12][CH3:13])=[CH:4][CH:3]=1. (3) Given the reactants [NH:1]1[C:9]2[C:4](=[CH:5][CH:6]=[CH:7][CH:8]=2)[CH2:3][C:2]1=[O:10].[C:11]([C:14]1[CH:19]=[CH:18][CH:17]=[CH:16][CH:15]=1)(=O)[CH3:12].N1CCCC1, predict the reaction product. The product is: [C:14]1([C:11](=[C:3]2[C:4]3[C:9](=[CH:8][CH:7]=[CH:6][CH:5]=3)[NH:1][C:2]2=[O:10])[CH3:12])[CH:19]=[CH:18][CH:17]=[CH:16][CH:15]=1.